From a dataset of Reaction yield outcomes from USPTO patents with 853,638 reactions. Predict the reaction yield, written as a fraction of the theoretical maximum amount of product (1.0 means a 100% yield; for example, 0.34 means a 34% yield). The reactants are ClC1C(NC2C=C(C)NN=2)=NC(N[C@H:9]([C:11]2[N:16]=[CH:15][C:14]([F:17])=[CH:13][N:12]=2)[CH3:10])=NC=1.[BH4-].[Na+].C[OH:28]. No catalyst specified. The product is [F:17][C:14]1[CH:13]=[N:12][C:11]([CH:9]([OH:28])[CH3:10])=[N:16][CH:15]=1. The yield is 0.990.